From a dataset of Reaction yield outcomes from USPTO patents with 853,638 reactions. Predict the reaction yield, written as a fraction of the theoretical maximum amount of product (1.0 means a 100% yield; for example, 0.34 means a 34% yield). (1) The reactants are OC[CH2:3][C:4]1[C:17]([O:18][CH3:19])=[CH:16][CH:15]=[CH:14][C:5]=1[NH:6]C(OC(C)(C)C)=O.Br.[OH-].[Na+]. The catalyst is C(O)(=O)C. The product is [O:18]1[C:17]2=[CH:16][CH:15]=[CH:14][C:5]([NH2:6])=[C:4]2[CH2:3][CH2:19]1. The yield is 0.920. (2) The reactants are [N:1]1([C:11](=[O:23])[CH2:12][S:13][C:14]2[S:15][C:16]3[CH:21]=[CH:20][N:19]=[CH:18][C:17]=3[N:22]=2)[C:10]2[C:5](=[CH:6][CH:7]=[CH:8][CH:9]=2)[CH2:4][CH2:3][CH2:2]1.[ClH:24]. The catalyst is CCOCC.CCO. The product is [ClH:24].[N:1]1([C:11](=[O:23])[CH2:12][S:13][C:14]2[S:15][C:16]3[CH:21]=[CH:20][N:19]=[CH:18][C:17]=3[N:22]=2)[C:10]2[C:5](=[CH:6][CH:7]=[CH:8][CH:9]=2)[CH2:4][CH2:3][CH2:2]1. The yield is 0.770. (3) The reactants are [OH:1][C:2]1[CH:7]=[CH:6][C:5]([CH:8]2[CH2:13][CH2:12][C:11](=[CH:14][C:15]([O:17][CH2:18][CH3:19])=[O:16])[CH2:10][CH2:9]2)=[CH:4][CH:3]=1. The catalyst is C(OCC)(=O)C.[Pd]. The product is [OH:1][C:2]1[CH:3]=[CH:4][C:5]([CH:8]2[CH2:9][CH2:10][CH:11]([CH2:14][C:15]([O:17][CH2:18][CH3:19])=[O:16])[CH2:12][CH2:13]2)=[CH:6][CH:7]=1. The yield is 1.00. (4) The reactants are [CH3:1][O:2][C:3]1[CH:8]=[CH:7][CH:6]=[CH:5][C:4]=1[N:9]1[CH2:14][CH2:13][N:12]([CH2:15]/[CH:16]=[CH:17]/[CH2:18][NH2:19])[CH2:11][CH2:10]1.ClC/C=C/CN1[C:29](=[O:30])[C:28]2=[CH:31][CH:32]=[CH:33][CH:34]=[C:27]2[C:26]1=[O:35].COC1C=CC=CC=1N1CCNCC1. No catalyst specified. The product is [CH3:1][O:2][C:3]1[CH:8]=[CH:7][CH:6]=[CH:5][C:4]=1[N:9]1[CH2:10][CH2:11][N:12]([CH2:15]/[CH:16]=[CH:17]/[CH2:18][N:19]2[C:29](=[O:30])[C:28]3=[CH:31][CH:32]=[CH:33][CH:34]=[C:27]3[C:26]2=[O:35])[CH2:13][CH2:14]1. The yield is 0.856. (5) The reactants are [NH2:1][CH2:2][CH2:3][NH:4][C:5]([C:7]1[C:8]([C:18]([F:21])([F:20])[F:19])=[N:9][N:10]([C:12]2[CH:17]=[CH:16][CH:15]=[CH:14][CH:13]=2)[CH:11]=1)=[O:6].[C:22]([O:26][C:27]([N:29]1[CH2:34][CH2:33][CH:32]([C:35](O)=[O:36])[CH:31]([CH3:38])[CH2:30]1)=[O:28])([CH3:25])([CH3:24])[CH3:23].CCN=C=NCCCN(C)C.Cl.C1C=CC2N(O)N=NC=2C=1.O.C(N(CC)CC)C. The catalyst is C(Cl)Cl. The product is [CH3:38][CH:31]1[CH:32]([C:35](=[O:36])[NH:1][CH2:2][CH2:3][NH:4][C:5]([C:7]2[C:8]([C:18]([F:20])([F:21])[F:19])=[N:9][N:10]([C:12]3[CH:17]=[CH:16][CH:15]=[CH:14][CH:13]=3)[CH:11]=2)=[O:6])[CH2:33][CH2:34][N:29]([C:27]([O:26][C:22]([CH3:23])([CH3:25])[CH3:24])=[O:28])[CH2:30]1. The yield is 0.680. (6) The reactants are C([O:8][C:9]1[CH:14]=[CH:13][C:12]([CH:15]2[C:24]3[C:19](=[CH:20][C:21]([O:25][CH3:26])=[CH:22][CH:23]=3)[CH2:18][CH2:17][N:16]2[C:27](=[O:32])[C:28]([F:31])([F:30])[F:29])=[CH:11][CH:10]=1)C1C=CC=CC=1. The catalyst is CCO.[Pd]. The product is [F:31][C:28]([F:29])([F:30])[C:27]([N:16]1[CH2:17][CH2:18][C:19]2[C:24](=[CH:23][CH:22]=[C:21]([O:25][CH3:26])[CH:20]=2)[CH:15]1[C:12]1[CH:11]=[CH:10][C:9]([OH:8])=[CH:14][CH:13]=1)=[O:32]. The yield is 0.880. (7) The reactants are [O:1]1[C:5]([C:6]2[CH:11]=[CH:10][CH:9]=[CH:8][N+:7]=2[O-])=[CH:4][N:3]=[CH:2]1.C[Si]([C:17]#[N:18])(C)C.CN(C)C(Cl)=O. The catalyst is [N+](CC)([O-])=O. The product is [O:1]1[C:5]([C:6]2[N:7]=[C:8]([C:17]#[N:18])[CH:9]=[CH:10][CH:11]=2)=[CH:4][N:3]=[CH:2]1. The yield is 0.750. (8) The reactants are COC1C=CC(C[N:8]2[C:16]3[C:11](=[CH:12][C:13]([CH3:17])=[CH:14][CH:15]=3)[C:10]([CH3:19])([CH3:18])[C:9]2=[O:20])=CC=1.Br.C([O-])([O-])=[O:25].[Na+].[Na+]. The catalyst is C(O)(=O)C. The product is [OH:25][C:14]1[CH:15]=[C:16]2[C:11]([C:10]([CH3:19])([CH3:18])[C:9](=[O:20])[NH:8]2)=[CH:12][C:13]=1[CH3:17]. The yield is 0.740. (9) The yield is 0.340. The catalyst is CCOC(C)=O.C(OOC(=O)C1C=CC=CC=1)(=O)C1C=CC=CC=1. The reactants are [CH3:1][C:2]1[N:7]=[CH:6][C:5]([C:8]2[CH:12]=[CH:11][O:10][N:9]=2)=[CH:4][CH:3]=1.C(Cl)(Cl)(Cl)[Cl:14].ClN1C(=O)CCC1=O. The product is [Cl:14][CH2:1][C:2]1[N:7]=[CH:6][C:5]([C:8]2[CH:12]=[CH:11][O:10][N:9]=2)=[CH:4][CH:3]=1.